From a dataset of Catalyst prediction with 721,799 reactions and 888 catalyst types from USPTO. Predict which catalyst facilitates the given reaction. (1) Reactant: [OH:1][C:2]1[CH:9]=[CH:8][C:5]([CH:6]=O)=[CH:4][CH:3]=1.[CH3:10][N+:11]([O-:13])=[O:12]. Product: [OH:1][C:2]1[CH:9]=[CH:8][C:5](/[CH:6]=[CH:10]/[N+:11]([O-:13])=[O:12])=[CH:4][CH:3]=1. The catalyst class is: 1. (2) Reactant: [Br:1][C:2]1[CH:7]=[CH:6][N:5]=[C:4]2[NH:8][CH:9]=[CH:10][C:3]=12.[C:11](O[C:11]([O:13][C:14]([CH3:17])([CH3:16])[CH3:15])=[O:12])([O:13][C:14]([CH3:17])([CH3:16])[CH3:15])=[O:12].C(N(CC)CC)C. Product: [C:14]([O:13][C:11]([N:8]1[C:4]2=[N:5][CH:6]=[CH:7][C:2]([Br:1])=[C:3]2[CH:10]=[CH:9]1)=[O:12])([CH3:17])([CH3:16])[CH3:15]. The catalyst class is: 143. (3) The catalyst class is: 5. Product: [N:14]1[N:15]=[C:4]([C:3]2[C:2]([Cl:1])=[CH:9][C:8]([NH2:10])=[CH:7][C:6]=2[Cl:13])[N:17]2[CH:18]=[CH:19][CH:20]=[CH:21][C:16]=12.[Cl:1][C:2]1[CH:9]=[C:8]([N+:10]([O-:12])=[O:11])[CH:7]=[C:6]([Cl:13])[C:3]=1[C:4]1[N:17]2[CH:18]=[CH:19][CH:20]=[CH:21][C:16]2=[N:14][N:15]=1. Reactant: [Cl:1][C:2]1[CH:9]=[C:8]([N+:10]([O-:12])=[O:11])[CH:7]=[C:6]([Cl:13])[C:3]=1[CH:4]=O.[NH:14]([C:16]1[CH:21]=[CH:20][CH:19]=[CH:18][N:17]=1)[NH2:15].CC1C=CC(S(NCl)(=O)=O)=CC=1. (4) Reactant: [C:1]([C:5]1[C:10]([N+:11]([O-])=O)=[CH:9][C:8]([OH:14])=[C:7]([Cl:15])[CH:6]=1)([CH3:4])([CH3:3])[CH3:2]. Product: [C:1]([C:5]1[C:10]([NH2:11])=[CH:9][C:8]([OH:14])=[C:7]([Cl:15])[CH:6]=1)([CH3:4])([CH3:2])[CH3:3]. The catalyst class is: 94. (5) Reactant: [NH2:1][CH:2]([C:4]1[CH:9]=[CH:8][C:7]([NH:10][S:11]([CH3:14])(=[O:13])=[O:12])=[C:6]([CH:15]=[CH2:16])[CH:5]=1)[CH3:3].C(N(CC)CC)C.[C:24]([C:28]1[CH:33]=[CH:32][C:31]([N:34]=[C:35]=[O:36])=[CH:30][CH:29]=1)([CH3:27])([CH3:26])[CH3:25]. Product: [C:24]([C:28]1[CH:33]=[CH:32][C:31]([NH:34][C:35](=[O:36])[NH:1][C@@H:2]([C:4]2[CH:9]=[CH:8][C:7]([NH:10][S:11]([CH3:14])(=[O:13])=[O:12])=[C:6]([CH:15]=[CH2:16])[CH:5]=2)[CH3:3])=[CH:30][CH:29]=1)([CH3:27])([CH3:25])[CH3:26]. The catalyst class is: 2. (6) Reactant: [CH2:1]([N:3]1[C:7]2[N:8]=[C:9]([C:18]3[CH:23]=[CH:22][C:21]([NH:24][C:25]([NH:27][C:28]4[CH:36]=[CH:35][C:31]([C:32]([OH:34])=O)=[CH:30][CH:29]=4)=[O:26])=[CH:20][CH:19]=3)[N:10]=[C:11]([N:12]3[CH2:17][CH2:16][O:15][CH2:14][CH2:13]3)[C:6]=2[N:5]=[N:4]1)[CH3:2].[NH2:37][CH2:38][C:39]1[CH:44]=[CH:43][N:42]=[CH:41][CH:40]=1.CCN(CC)CC.C1C=CC2N(O)N=NC=2C=1.CCN=C=NCCCN(C)C. Product: [CH2:1]([N:3]1[C:7]2[N:8]=[C:9]([C:18]3[CH:19]=[CH:20][C:21]([NH:24][C:25]([NH:27][C:28]4[CH:29]=[CH:30][C:31]([C:32]([NH:37][CH2:38][C:39]5[CH:44]=[CH:43][N:42]=[CH:41][CH:40]=5)=[O:34])=[CH:35][CH:36]=4)=[O:26])=[CH:22][CH:23]=3)[N:10]=[C:11]([N:12]3[CH2:17][CH2:16][O:15][CH2:14][CH2:13]3)[C:6]=2[N:5]=[N:4]1)[CH3:2]. The catalyst class is: 1. (7) Reactant: [C:1]([O:5][C:6]([N:8]1[CH2:13][CH2:12][CH:11]([C:14]2[N:18]([C:19]3[CH:24]=[CH:23][C:22]([O:25][C:26]4[CH:31]=[CH:30][CH:29]=[CH:28][CH:27]=4)=[CH:21][CH:20]=3)[N:17]=[C:16]([C:32]([O:34]CC)=[O:33])[CH:15]=2)[CH2:10][CH2:9]1)=[O:7])([CH3:4])([CH3:3])[CH3:2].[Li+].[OH-]. Product: [C:1]([O:5][C:6]([N:8]1[CH2:13][CH2:12][CH:11]([C:14]2[N:18]([C:19]3[CH:20]=[CH:21][C:22]([O:25][C:26]4[CH:27]=[CH:28][CH:29]=[CH:30][CH:31]=4)=[CH:23][CH:24]=3)[N:17]=[C:16]([C:32]([OH:34])=[O:33])[CH:15]=2)[CH2:10][CH2:9]1)=[O:7])([CH3:4])([CH3:2])[CH3:3]. The catalyst class is: 87.